From a dataset of NCI-60 drug combinations with 297,098 pairs across 59 cell lines. Regression. Given two drug SMILES strings and cell line genomic features, predict the synergy score measuring deviation from expected non-interaction effect. (1) Drug 1: C1=CC(=C2C(=C1NCCNCCO)C(=O)C3=C(C=CC(=C3C2=O)O)O)NCCNCCO. Drug 2: C1C(C(OC1N2C=NC(=NC2=O)N)CO)O. Cell line: CAKI-1. Synergy scores: CSS=57.7, Synergy_ZIP=-1.25, Synergy_Bliss=-1.46, Synergy_Loewe=1.73, Synergy_HSA=4.97. (2) Drug 1: C1=NC2=C(N1)C(=S)N=C(N2)N. Drug 2: CCN(CC)CCCC(C)NC1=C2C=C(C=CC2=NC3=C1C=CC(=C3)Cl)OC. Cell line: T-47D. Synergy scores: CSS=6.93, Synergy_ZIP=-7.97, Synergy_Bliss=-6.80, Synergy_Loewe=-7.66, Synergy_HSA=-7.43. (3) Drug 1: CCC1=CC2CC(C3=C(CN(C2)C1)C4=CC=CC=C4N3)(C5=C(C=C6C(=C5)C78CCN9C7C(C=CC9)(C(C(C8N6C)(C(=O)OC)O)OC(=O)C)CC)OC)C(=O)OC.C(C(C(=O)O)O)(C(=O)O)O. Drug 2: C1=NC(=NC(=O)N1C2C(C(C(O2)CO)O)O)N. Cell line: HCC-2998. Synergy scores: CSS=63.1, Synergy_ZIP=0.194, Synergy_Bliss=0.338, Synergy_Loewe=-7.14, Synergy_HSA=0.388. (4) Drug 1: COC1=CC(=CC(=C1O)OC)C2C3C(COC3=O)C(C4=CC5=C(C=C24)OCO5)OC6C(C(C7C(O6)COC(O7)C8=CC=CS8)O)O. Synergy scores: CSS=35.4, Synergy_ZIP=-5.24, Synergy_Bliss=2.01, Synergy_Loewe=3.01, Synergy_HSA=4.23. Cell line: A498. Drug 2: CC1=C(C(=CC=C1)Cl)NC(=O)C2=CN=C(S2)NC3=CC(=NC(=N3)C)N4CCN(CC4)CCO. (5) Drug 1: CC1=C2C(C(=O)C3(C(CC4C(C3C(C(C2(C)C)(CC1OC(=O)C(C(C5=CC=CC=C5)NC(=O)OC(C)(C)C)O)O)OC(=O)C6=CC=CC=C6)(CO4)OC(=O)C)OC)C)OC. Drug 2: C1=NC2=C(N=C(N=C2N1C3C(C(C(O3)CO)O)F)Cl)N. Cell line: HT29. Synergy scores: CSS=49.6, Synergy_ZIP=1.15, Synergy_Bliss=-0.994, Synergy_Loewe=-10.2, Synergy_HSA=0.966. (6) Drug 1: CC1=C(C=C(C=C1)C(=O)NC2=CC(=CC(=C2)C(F)(F)F)N3C=C(N=C3)C)NC4=NC=CC(=N4)C5=CN=CC=C5. Drug 2: C1C(C(OC1N2C=NC3=C2NC=NCC3O)CO)O. Cell line: MDA-MB-435. Synergy scores: CSS=5.51, Synergy_ZIP=2.34, Synergy_Bliss=7.95, Synergy_Loewe=5.79, Synergy_HSA=4.97. (7) Drug 1: CC1C(C(CC(O1)OC2CC(CC3=C2C(=C4C(=C3O)C(=O)C5=C(C4=O)C(=CC=C5)OC)O)(C(=O)CO)O)N)O.Cl. Drug 2: C1=CC=C(C(=C1)C(C2=CC=C(C=C2)Cl)C(Cl)Cl)Cl. Cell line: SK-MEL-28. Synergy scores: CSS=-0.253, Synergy_ZIP=0.971, Synergy_Bliss=4.00, Synergy_Loewe=-28.0, Synergy_HSA=-7.05. (8) Drug 1: CC12CCC3C(C1CCC2NC(=O)OCC(F)(F)F)CCC4C3(C=CC(=O)N4C)C. Drug 2: CCC1(C2=C(COC1=O)C(=O)N3CC4=CC5=C(C=CC(=C5CN(C)C)O)N=C4C3=C2)O. Cell line: HCT116. Synergy scores: CSS=44.5, Synergy_ZIP=3.75, Synergy_Bliss=2.91, Synergy_Loewe=-7.18, Synergy_HSA=4.78.